Dataset: M1 muscarinic receptor agonist screen with 61,833 compounds. Task: Binary Classification. Given a drug SMILES string, predict its activity (active/inactive) in a high-throughput screening assay against a specified biological target. (1) The compound is O(c1cc2CCN(Cc2cc1OC)C(=O)c1cc2c(oc1=O)cccc2)C. The result is 0 (inactive). (2) The compound is s\1c2c(n(c1=N/C(=O)C(C)C)C)c(OC)ccc2C. The result is 0 (inactive).